Dataset: Peptide-MHC class I binding affinity with 185,985 pairs from IEDB/IMGT. Task: Regression. Given a peptide amino acid sequence and an MHC pseudo amino acid sequence, predict their binding affinity value. This is MHC class I binding data. (1) The peptide sequence is DTWKIEKASF. The MHC is HLA-A26:01 with pseudo-sequence HLA-A26:01. The binding affinity (normalized) is 0. (2) The peptide sequence is EQLLKILDNL. The MHC is HLA-A68:02 with pseudo-sequence HLA-A68:02. The binding affinity (normalized) is 0.236. (3) The peptide sequence is GQYGEVYEGV. The MHC is HLA-A02:01 with pseudo-sequence HLA-A02:01. The binding affinity (normalized) is 0.664. (4) The peptide sequence is YLLMHLVSLY. The MHC is HLA-A68:01 with pseudo-sequence HLA-A68:01. The binding affinity (normalized) is 0.373.